From a dataset of Reaction yield outcomes from USPTO patents with 853,638 reactions. Predict the reaction yield, written as a fraction of the theoretical maximum amount of product (1.0 means a 100% yield; for example, 0.34 means a 34% yield). The reactants are [F:1][C:2]1[CH:3]=[CH:4][C:5]2[N:6]([CH:8]=[C:9]([C:11]([NH:13][C@H:14]3[CH2:19][CH2:18][C@@H:17]([N:20]4[C:25](=[O:26])[C:24]5[CH:27]=[C:28]([F:31])[CH:29]=[N:30][C:23]=5[N:22]([C:32]5[CH:33]=[C:34]([C:38]6[CH:43]=[CH:42][C:41]([CH:44]=O)=[CH:40][CH:39]=6)[CH:35]=[CH:36][CH:37]=5)[C:21]4=[O:46])[CH2:16][CH2:15]3)=[O:12])[N:10]=2)[CH:7]=1.[CH3:47][NH:48][C:49]([CH3:52])([CH3:51])[CH3:50].C(O[BH-](OC(=O)C)OC(=O)C)(=O)C.[Na+].C(OC)(OC)OC. The catalyst is ClCCCl.CO. The product is [C:49]([N:48]([CH2:44][C:41]1[CH:42]=[CH:43][C:38]([C:34]2[CH:35]=[CH:36][CH:37]=[C:32]([N:22]3[C:23]4[N:30]=[CH:29][C:28]([F:31])=[CH:27][C:24]=4[C:25](=[O:26])[N:20]([C@@H:17]4[CH2:18][CH2:19][C@H:14]([NH:13][C:11]([C:9]5[N:10]=[C:5]6[CH:4]=[CH:3][C:2]([F:1])=[CH:7][N:6]6[CH:8]=5)=[O:12])[CH2:15][CH2:16]4)[C:21]3=[O:46])[CH:33]=2)=[CH:39][CH:40]=1)[CH3:47])([CH3:52])([CH3:51])[CH3:50]. The yield is 0.150.